This data is from NCI-60 drug combinations with 297,098 pairs across 59 cell lines. The task is: Regression. Given two drug SMILES strings and cell line genomic features, predict the synergy score measuring deviation from expected non-interaction effect. (1) Drug 1: CC12CCC3C(C1CCC2O)C(CC4=C3C=CC(=C4)O)CCCCCCCCCS(=O)CCCC(C(F)(F)F)(F)F. Drug 2: CC12CCC3C(C1CCC2OP(=O)(O)O)CCC4=C3C=CC(=C4)OC(=O)N(CCCl)CCCl.[Na+]. Cell line: U251. Synergy scores: CSS=3.25, Synergy_ZIP=0.933, Synergy_Bliss=-1.50, Synergy_Loewe=-5.78, Synergy_HSA=-5.72. (2) Drug 1: CC1C(C(CC(O1)OC2CC(CC3=C2C(=C4C(=C3O)C(=O)C5=C(C4=O)C(=CC=C5)OC)O)(C(=O)CO)O)N)O.Cl. Drug 2: C1CN(P(=O)(OC1)NCCCl)CCCl. Cell line: SF-295. Synergy scores: CSS=7.89, Synergy_ZIP=3.72, Synergy_Bliss=3.44, Synergy_Loewe=-22.6, Synergy_HSA=4.10. (3) Drug 1: CC(C)(C#N)C1=CC(=CC(=C1)CN2C=NC=N2)C(C)(C)C#N. Drug 2: CC1=C(C(=O)C2=C(C1=O)N3CC4C(C3(C2COC(=O)N)OC)N4)N. Cell line: ACHN. Synergy scores: CSS=47.9, Synergy_ZIP=0.0203, Synergy_Bliss=1.37, Synergy_Loewe=-9.31, Synergy_HSA=-1.76. (4) Drug 1: CC1=C(C=C(C=C1)NC(=O)C2=CC=C(C=C2)CN3CCN(CC3)C)NC4=NC=CC(=N4)C5=CN=CC=C5. Drug 2: CCN(CC)CCCC(C)NC1=C2C=C(C=CC2=NC3=C1C=CC(=C3)Cl)OC. Cell line: SF-295. Synergy scores: CSS=15.9, Synergy_ZIP=-3.71, Synergy_Bliss=3.65, Synergy_Loewe=-6.54, Synergy_HSA=1.20. (5) Drug 1: CC1C(C(CC(O1)OC2CC(CC3=C2C(=C4C(=C3O)C(=O)C5=C(C4=O)C(=CC=C5)OC)O)(C(=O)CO)O)N)O.Cl. Drug 2: CCC1(CC2CC(C3=C(CCN(C2)C1)C4=CC=CC=C4N3)(C5=C(C=C6C(=C5)C78CCN9C7C(C=CC9)(C(C(C8N6C)(C(=O)OC)O)OC(=O)C)CC)OC)C(=O)OC)O.OS(=O)(=O)O. Cell line: HOP-92. Synergy scores: CSS=24.9, Synergy_ZIP=1.35, Synergy_Bliss=3.12, Synergy_Loewe=-1.50, Synergy_HSA=2.35. (6) Drug 2: CC1C(C(CC(O1)OC2CC(OC(C2O)C)OC3=CC4=CC5=C(C(=O)C(C(C5)C(C(=O)C(C(C)O)O)OC)OC6CC(C(C(O6)C)O)OC7CC(C(C(O7)C)O)OC8CC(C(C(O8)C)O)(C)O)C(=C4C(=C3C)O)O)O)O. Cell line: NCI-H522. Synergy scores: CSS=55.8, Synergy_ZIP=25.5, Synergy_Bliss=24.1, Synergy_Loewe=25.4, Synergy_HSA=25.2. Drug 1: C1CC(=O)NC(=O)C1N2CC3=C(C2=O)C=CC=C3N. (7) Drug 1: C1=CC(=C2C(=C1NCCNCCO)C(=O)C3=C(C=CC(=C3C2=O)O)O)NCCNCCO. Drug 2: C1=CN(C=N1)CC(O)(P(=O)(O)O)P(=O)(O)O. Cell line: MDA-MB-231. Synergy scores: CSS=1.43, Synergy_ZIP=-13.7, Synergy_Bliss=-27.5, Synergy_Loewe=-41.9, Synergy_HSA=-26.3.